Dataset: Full USPTO retrosynthesis dataset with 1.9M reactions from patents (1976-2016). Task: Predict the reactants needed to synthesize the given product. (1) Given the product [ClH:24].[S:7]1[CH:11]=[CH:10][CH:9]=[C:8]1[CH2:12][CH2:13][NH:14][CH:15]([C:18]1[CH:23]=[CH:22][CH:21]=[CH:20][C:19]=1[Cl:24])[C:16]([NH2:17])=[O:3], predict the reactants needed to synthesize it. The reactants are: C(OC)(=[O:3])C.Cl.[S:7]1[CH:11]=[CH:10][CH:9]=[C:8]1[CH2:12][CH2:13][NH:14][CH:15]([C:18]1[CH:23]=[CH:22][CH:21]=[CH:20][C:19]=1[Cl:24])[C:16]#[N:17].CO. (2) Given the product [CH:40]([C:36]1[CH:37]=[CH:38][CH:39]=[C:33]([CH:30]([CH3:32])[CH3:31])[C:34]=1/[N:35]=[CH:1]/[C:3]1[N:8]=[C:7]([C:9]2[CH:29]=[CH:28][CH:27]=[CH:26][C:10]=2[CH2:11][N:12]([C:20]2[CH:21]=[CH:22][CH:23]=[CH:24][CH:25]=2)[C:13](=[O:19])[O:14][C:15]([CH3:17])([CH3:16])[CH3:18])[CH:6]=[CH:5][CH:4]=1)([CH3:42])[CH3:41], predict the reactants needed to synthesize it. The reactants are: [CH:1]([C:3]1[N:8]=[C:7]([C:9]2[CH:29]=[CH:28][CH:27]=[CH:26][C:10]=2[CH2:11][N:12]([C:20]2[CH:25]=[CH:24][CH:23]=[CH:22][CH:21]=2)[C:13](=[O:19])[O:14][C:15]([CH3:18])([CH3:17])[CH3:16])[CH:6]=[CH:5][CH:4]=1)=O.[CH:30]([C:33]1[CH:39]=[CH:38][CH:37]=[C:36]([CH:40]([CH3:42])[CH3:41])[C:34]=1[NH2:35])([CH3:32])[CH3:31].O.C1(C)C=CC(S(O)(=O)=O)=CC=1. (3) The reactants are: Cl[C:2]([O:4][CH:5]([Cl:7])[CH3:6])=[O:3].N1C=CC=CC=1.[CH3:14][C@@H:15]([OH:19])[CH2:16][CH2:17][CH3:18].CC1(C)C2(CS(O)(=O)=O)C(CC1CC2)=O. Given the product [CH3:14][C@@H:15]([O:19][C:2](=[O:3])[O:4][CH:5]([Cl:7])[CH3:6])[CH2:16][CH2:17][CH3:18], predict the reactants needed to synthesize it. (4) Given the product [CH2:1]([O:8][C:9]([NH:11][C:12]([CH2:31][N:33]1[CH2:38][CH2:37][CH2:36][CH2:35][CH2:34]1)([CH2:18][CH2:19][CH2:20][CH2:21][B:22]1[O:23][C:24]([CH3:30])([CH3:29])[C:25]([CH3:27])([CH3:28])[O:26]1)[C:13]([O:15][CH2:16][CH3:17])=[O:14])=[O:10])[C:2]1[CH:7]=[CH:6][CH:5]=[CH:4][CH:3]=1, predict the reactants needed to synthesize it. The reactants are: [CH2:1]([O:8][C:9]([NH:11][C:12]([CH:31]=O)([CH2:18][CH2:19][CH2:20][CH2:21][B:22]1[O:26][C:25]([CH3:28])([CH3:27])[C:24]([CH3:30])([CH3:29])[O:23]1)[C:13]([O:15][CH2:16][CH3:17])=[O:14])=[O:10])[C:2]1[CH:7]=[CH:6][CH:5]=[CH:4][CH:3]=1.[NH:33]1[CH2:38][CH2:37][CH2:36][CH2:35][CH2:34]1.C(O)(=O)C.C(O[BH-](OC(=O)C)OC(=O)C)(=O)C.[Na+].